From a dataset of Full USPTO retrosynthesis dataset with 1.9M reactions from patents (1976-2016). Predict the reactants needed to synthesize the given product. Given the product [Cl:1][C:2]1[C:11]([C:12]2([C:15]#[N:16])[CH2:14][CH2:13]2)=[CH:10][CH:9]=[CH:8][C:3]=1[C:4]([OH:6])=[O:5], predict the reactants needed to synthesize it. The reactants are: [Cl:1][C:2]1[C:11]([C:12]2([C:15]#[N:16])[CH2:14][CH2:13]2)=[CH:10][CH:9]=[CH:8][C:3]=1[C:4]([O:6]C)=[O:5].CO.O.O.[OH-].[Li+].